From a dataset of Reaction yield outcomes from USPTO patents with 853,638 reactions. Predict the reaction yield, written as a fraction of the theoretical maximum amount of product (1.0 means a 100% yield; for example, 0.34 means a 34% yield). (1) The yield is 0.800. The catalyst is ClCCl.O. The product is [S:3]1[C:4]2[CH:10]=[CH:9][CH:8]=[CH:7][C:5]=2[N:6]=[C:2]1[NH:1][C:47](=[O:48])[CH2:46][O:45][C:44]1[CH:50]=[C:40]([CH:39]2[N:35]([C:32](=[O:34])[CH3:33])[N:36]=[C:37]([C:53]3[CH:58]=[C:57]([O:59][CH3:60])[C:56]([O:61][CH3:62])=[C:55]([O:63][CH3:64])[CH:54]=3)[CH2:38]2)[CH:41]=[CH:42][C:43]=1[O:51][CH3:52]. The reactants are [NH2:1][C:2]1[S:3][C:4]2[CH:10]=[CH:9][CH:8]=[CH:7][C:5]=2[N:6]=1.C(N=C=NCCCN(C)C)C.ON1C2C=CC=CC=2N=N1.[C:32]([N:35]1[CH:39]([C:40]2[CH:41]=[CH:42][C:43]([O:51][CH3:52])=[C:44]([CH:50]=2)[O:45][CH2:46][C:47](O)=[O:48])[CH2:38][C:37]([C:53]2[CH:58]=[C:57]([O:59][CH3:60])[C:56]([O:61][CH3:62])=[C:55]([O:63][CH3:64])[CH:54]=2)=[N:36]1)(=[O:34])[CH3:33]. (2) The catalyst is C(OCC)C. The product is [ClH:21].[CH3:1][C:2]1[CH:19]=[CH:18][CH:17]=[C:16]([CH3:20])[C:3]=1/[CH:4]=[CH:5]/[C:6]1[CH:7]=[C:8]([CH2:12][CH2:13][CH2:14][NH2:15])[CH:9]=[CH:10][CH:11]=1. The reactants are [CH3:1][C:2]1[CH:19]=[CH:18][CH:17]=[C:16]([CH3:20])[C:3]=1/[CH:4]=[CH:5]/[C:6]1[CH:7]=[C:8]([CH2:12][CH2:13][CH2:14][NH2:15])[CH:9]=[CH:10][CH:11]=1.[ClH:21]. The yield is 0.950. (3) The reactants are FC(F)(F)C(O)=O.[CH3:8][S:9]([C:12]1[CH:17]=[CH:16][C:15]([C:18]2[CH:23]=[CH:22][C:21]([O:24][CH2:25][CH:26]3[CH2:31][CH2:30][NH:29][CH2:28][CH2:27]3)=[CH:20][CH:19]=2)=[CH:14][CH:13]=1)(=[O:11])=[O:10].C([O-])([O-])=O.[K+].[K+].O.[CH3:39][C:40]1([CH3:43])[CH2:42][O:41]1. The catalyst is CCO. The product is [CH3:39][C:40]([OH:41])([CH3:43])[CH2:42][N:29]1[CH2:30][CH2:31][CH:26]([CH2:25][O:24][C:21]2[CH:22]=[CH:23][C:18]([C:15]3[CH:14]=[CH:13][C:12]([S:9]([CH3:8])(=[O:11])=[O:10])=[CH:17][CH:16]=3)=[CH:19][CH:20]=2)[CH2:27][CH2:28]1. The yield is 0.990. (4) The reactants are [Cl:1][C:2]1[N:7]=[C:6]([N:8]2[CH2:13][CH2:12][CH:11]([C:14]([O:16][CH3:17])=[O:15])[CH2:10][CH2:9]2)[CH:5]=[CH:4][C:3]=1[I:18].[Cl:19]C1CC(=O)NC1=O. The catalyst is CC#N. The product is [Cl:19][C:5]1[C:6]([N:8]2[CH2:13][CH2:12][CH:11]([C:14]([O:16][CH3:17])=[O:15])[CH2:10][CH2:9]2)=[N:7][C:2]([Cl:1])=[C:3]([I:18])[CH:4]=1. The yield is 0.0750.